This data is from Forward reaction prediction with 1.9M reactions from USPTO patents (1976-2016). The task is: Predict the product of the given reaction. (1) Given the reactants [O:1]=[C:2]([N:16]1[CH2:21][CH2:20][N:19]2[C:22]([C:25]([F:28])([F:27])[F:26])=[N:23][N:24]=[C:18]2[CH2:17]1)[CH2:3][C:4](=[O:15])[CH2:5][C:6]1[CH:11]=[C:10]([F:12])[C:9]([F:13])=[CH:8][C:7]=1[F:14].B, predict the reaction product. The product is: [OH:15][CH:4]([CH2:5][C:6]1[CH:11]=[C:10]([F:12])[C:9]([F:13])=[CH:8][C:7]=1[F:14])[CH2:3][C:2]([N:16]1[CH2:21][CH2:20][N:19]2[C:22]([C:25]([F:28])([F:27])[F:26])=[N:23][N:24]=[C:18]2[CH2:17]1)=[O:1]. (2) Given the reactants [CH3:13][C:12]([O:11][C:9](O[C:9]([O:11][C:12]([CH3:15])([CH3:14])[CH3:13])=[O:10])=[O:10])([CH3:15])[CH3:14].[Br:16][C:17]1[N:18]=[C:19]([C:24]2[N:28]=[C:27]([CH3:29])[O:26][N:25]=2)[C:20]([NH2:23])=[N:21][CH:22]=1, predict the reaction product. The product is: [Br:16][C:17]1[N:18]=[C:19]([C:24]2[N:28]=[C:27]([CH3:29])[O:26][N:25]=2)[C:20]([N:23]([C:9]([O:11][C:12]([CH3:13])([CH3:14])[CH3:15])=[O:10])[C:9](=[O:10])[O:11][C:12]([CH3:15])([CH3:14])[CH3:13])=[N:21][CH:22]=1. (3) Given the reactants [Si](OCC(OCC1C=CC=CC=1)=O)(C(C)(C)C)(C1C=CC=CC=1)C1C=CC=CC=1.C([SiH2][O:35][C:36](C1C=CC=CC=1)(C1C=CC=CC=1)[C:37]1[C:42]([C:43]2[CH:48]=[CH:47][N:46]=[C:45]([NH:49][C:50]3[CH:55]=[CH:54][N:53]=[CH:52][CH:51]=3)[N:44]=2)=[CH:41][N:40]=[C:39]([NH2:56])[N:38]=1)(C)(C)C.CCCC[N+](CCCC)(CCCC)CCCC.[F-], predict the reaction product. The product is: [NH2:56][C:39]1[N:38]=[C:37]([CH2:36][OH:35])[C:42]([C:43]2[CH:48]=[CH:47][N:46]=[C:45]([NH:49][C:50]3[CH:51]=[CH:52][N:53]=[CH:54][CH:55]=3)[N:44]=2)=[CH:41][N:40]=1. (4) Given the reactants [CH3:1][O:2][C:3]1[N:8]=[CH:7][C:6]([C:9]2[NH:14][C:13](=O)[C:12]3=[C:16]([CH3:20])[N:17]=[C:18]([CH3:19])[N:11]3[N:10]=2)=[CH:5][CH:4]=1.P(Cl)(Cl)(Cl)=O.[NH:26]1[CH:30]=[N:29][CH:28]=[N:27]1.N1C=CC=CC=1, predict the reaction product. The product is: [CH3:1][O:2][C:3]1[N:8]=[CH:7][C:6]([C:9]2[N:14]=[C:13]([N:26]3[CH:30]=[N:29][CH:28]=[N:27]3)[C:12]3=[C:16]([CH3:20])[N:17]=[C:18]([CH3:19])[N:11]3[N:10]=2)=[CH:5][CH:4]=1. (5) Given the reactants [CH:1]1([CH2:4][N:5]2[C:9]3[CH:10]=[CH:11][C:12]([S:14]([CH2:17][CH:18]4[CH2:21][N:20](C(OC(C)(C)C)=O)[CH2:19]4)(=[O:16])=[O:15])=[CH:13][C:8]=3[N:7]=[C:6]2[CH2:29][C:30]([CH3:33])([CH3:32])[CH3:31])[CH2:3][CH2:2]1.Cl[Si](C)(C)C, predict the reaction product. The product is: [NH:20]1[CH2:19][CH:18]([CH2:17][S:14]([C:12]2[CH:11]=[CH:10][C:9]3[N:5]([CH2:4][CH:1]4[CH2:2][CH2:3]4)[C:6]([CH2:29][C:30]([CH3:33])([CH3:32])[CH3:31])=[N:7][C:8]=3[CH:13]=2)(=[O:16])=[O:15])[CH2:21]1. (6) Given the reactants NC1C=[C:4]([C:8]2[N:13]3N=C[C:16](C(C4SC=CC=4)=O)=[C:12]3N=C[CH:9]=2)C=CC=1.ClC(OC(=O)[CH:29]([CH3:31])[CH3:30])=O, predict the reaction product. The product is: [CH3:16][CH2:12][N:13]([CH:8]([CH3:9])[CH3:4])[CH:29]([CH3:31])[CH3:30].